Dataset: Catalyst prediction with 721,799 reactions and 888 catalyst types from USPTO. Task: Predict which catalyst facilitates the given reaction. (1) The catalyst class is: 3. Product: [CH3:22][N:23]([CH2:25][C:26](=[CH2:30])[C:27]([NH:1][C:2]1[CH:3]=[C:4]([C:8]2[C:9]3[C:16]([C:17]([O:19][CH2:20][CH3:21])=[O:18])=[CH:15][NH:14][C:10]=3[N:11]=[CH:12][N:13]=2)[CH:5]=[CH:6][CH:7]=1)=[O:28])[CH3:24]. Reactant: [NH2:1][C:2]1[CH:3]=[C:4]([C:8]2[C:9]3[C:16]([C:17]([O:19][CH2:20][CH3:21])=[O:18])=[CH:15][NH:14][C:10]=3[N:11]=[CH:12][N:13]=2)[CH:5]=[CH:6][CH:7]=1.[CH3:22][N:23]([CH2:25][C:26](=[CH2:30])[C:27]([O-])=[O:28])[CH3:24].[Na+].Cl.O1CCOCC1.CCCP1(OP(CCC)(=O)OP(CCC)(=O)O1)=O. (2) The catalyst class is: 3. Product: [CH3:3][C:4]1[N:5]([CH2:10][CH:11]2[CH2:16][CH2:15][N:14]([C:17]([O:19][C:20]([CH3:21])([CH3:23])[CH3:22])=[O:18])[CH2:13][CH2:12]2)[CH:6]=[CH:7][N:8]=1. Reactant: [H-].[Na+].[CH3:3][C:4]1[NH:5][CH:6]=[CH:7][N:8]=1.Br[CH2:10][CH:11]1[CH2:16][CH2:15][N:14]([C:17]([O:19][C:20]([CH3:23])([CH3:22])[CH3:21])=[O:18])[CH2:13][CH2:12]1. (3) Reactant: [CH2:1]([O:3][C:4]1[CH:26]=[CH:25][C:7]([C:8]([NH:10][CH2:11][CH2:12][NH:13][C:14]([C:16]2[C:17]([C:21]([F:24])([F:23])[F:22])=[N:18][NH:19][CH:20]=2)=[O:15])=[O:9])=[CH:6][CH:5]=1)[CH3:2].[CH2:27](Br)[C:28]1[CH:33]=[CH:32][CH:31]=[CH:30][CH:29]=1.C(=O)([O-])[O-].[K+].[K+]. Product: [CH2:27]([N:19]1[CH:20]=[C:16]([C:14]([NH:13][CH2:12][CH2:11][NH:10][C:8](=[O:9])[C:7]2[CH:6]=[CH:5][C:4]([O:3][CH2:1][CH3:2])=[CH:26][CH:25]=2)=[O:15])[C:17]([C:21]([F:22])([F:23])[F:24])=[N:18]1)[C:28]1[CH:33]=[CH:32][CH:31]=[CH:30][CH:29]=1. The catalyst class is: 3.